The task is: Predict the reactants needed to synthesize the given product.. This data is from Full USPTO retrosynthesis dataset with 1.9M reactions from patents (1976-2016). Given the product [Br:16][C:7]1[CH:8]=[C:9]([C:11]([CH3:14])([CH3:13])[CH3:12])[CH:10]=[C:5]([C:1]([CH3:4])([CH3:3])[CH3:2])[C:6]=1[OH:15], predict the reactants needed to synthesize it. The reactants are: [C:1]([C:5]1[CH:10]=[C:9]([C:11]([CH3:14])([CH3:13])[CH3:12])[CH:8]=[CH:7][C:6]=1[OH:15])([CH3:4])([CH3:3])[CH3:2].[Br:16]Br.